Dataset: Forward reaction prediction with 1.9M reactions from USPTO patents (1976-2016). Task: Predict the product of the given reaction. (1) Given the reactants O=S(Cl)Cl.[NH2:5][C:6]([C:11]1[CH:16]=[C:15]([Br:17])[CH:14]=[CH:13][C:12]=1[F:18])([CH3:10])[C:7]([OH:9])=[O:8].[CH3:19]O, predict the reaction product. The product is: [CH3:19][O:8][C:7](=[O:9])[C:6]([NH2:5])([C:11]1[CH:16]=[C:15]([Br:17])[CH:14]=[CH:13][C:12]=1[F:18])[CH3:10]. (2) Given the reactants Cl.[NH2:2][CH2:3][C:4]([NH:6][CH:7]([C:24]([N:26]1[CH2:31][CH2:30][CH2:29][CH2:28][CH2:27]1)=[O:25])[CH2:8][NH:9][C:10]([CH:12]1[CH2:17][CH2:16][N:15]([C:18]2[CH:23]=[CH:22][N:21]=[CH:20][CH:19]=2)[CH2:14][CH2:13]1)=[O:11])=[O:5].[Cl:32][C:33]1[CH:44]=[CH:43][C:36](/[CH:37]=[CH:38]/[S:39](Cl)(=[O:41])=[O:40])=[CH:35][CH:34]=1, predict the reaction product. The product is: [Cl:32][C:33]1[CH:34]=[CH:35][C:36](/[CH:37]=[CH:38]/[S:39]([NH:2][CH2:3][C:4]([NH:6][CH:7]([C:24]([N:26]2[CH2:27][CH2:28][CH2:29][CH2:30][CH2:31]2)=[O:25])[CH2:8][NH:9][C:10]([CH:12]2[CH2:17][CH2:16][N:15]([C:18]3[CH:23]=[CH:22][N:21]=[CH:20][CH:19]=3)[CH2:14][CH2:13]2)=[O:11])=[O:5])(=[O:41])=[O:40])=[CH:43][CH:44]=1.